From a dataset of Catalyst prediction with 721,799 reactions and 888 catalyst types from USPTO. Predict which catalyst facilitates the given reaction. (1) Reactant: [N:1]1[CH:6]=[CH:5][CH:4]=[C:3]([CH2:7][O:8][C:9](=[O:28])[N:10]([C:21]2[CH:26]=[CH:25][N:24]=[C:23](Cl)[N:22]=2)[C:11]2[CH:16]=[CH:15][C:14]([O:17][CH3:18])=[CH:13][C:12]=2[O:19][CH3:20])[CH:2]=1.[CH3:29][N:30]([CH3:41])[CH2:31][CH2:32][O:33][C:34]1[CH:39]=[CH:38][C:37]([NH2:40])=[CH:36][CH:35]=1.C(O)(C)C.FC(F)(F)C(O)=O. Product: [CH3:20][O:19][C:12]1[CH:13]=[C:14]([O:17][CH3:18])[CH:15]=[CH:16][C:11]=1[N:10]([C:21]1[CH:26]=[CH:25][N:24]=[C:23]([NH:40][C:37]2[CH:36]=[CH:35][C:34]([O:33][CH2:32][CH2:31][N:30]([CH3:41])[CH3:29])=[CH:39][CH:38]=2)[N:22]=1)[C:9](=[O:28])[O:8][CH2:7][C:3]1[CH:2]=[N:1][CH:6]=[CH:5][CH:4]=1. The catalyst class is: 13. (2) Reactant: [Br:1][C:2]1[N:7]2[CH:8]=[CH:9][N:10]=[C:6]2[C:5]([NH:11][C:12]2[CH:27]=[CH:26][C:15]([C:16]([NH:18][CH2:19][CH2:20][N:21]([CH2:24][CH3:25])[CH2:22][CH3:23])=[O:17])=[CH:14][CH:13]=2)=[N:4][CH:3]=1.CC1(C)C(C)(C)OB(C2C=NNC=2)O1.CC([O-])(C)C.[Na+]. Product: [NH3:4].[Br:1][C:2]1[N:7]2[CH:8]=[CH:9][N:10]=[C:6]2[C:5]([NH:11][C:12]2[CH:27]=[CH:26][C:15]([C:16]([NH:18][CH2:19][CH2:20][N:21]([CH2:24][CH3:25])[CH2:22][CH3:23])=[O:17])=[CH:14][CH:13]=2)=[N:4][CH:3]=1. The catalyst class is: 339.